This data is from Forward reaction prediction with 1.9M reactions from USPTO patents (1976-2016). The task is: Predict the product of the given reaction. (1) Given the reactants [O:1]=[C:2]1[N:7]2[CH2:8][C@H:9]([C:12]([O:14]C)=[O:13])[CH2:10][CH2:11][C@H:6]2[CH2:5][N:4]([C:16]([O:18][CH2:19][C:20]2[CH:25]=[CH:24][CH:23]=[CH:22][CH:21]=2)=[O:17])[CH2:3]1.O[Li].O.Cl, predict the reaction product. The product is: [CH2:19]([O:18][C:16]([N:4]1[CH2:3][C:2](=[O:1])[N:7]2[CH2:8][C@H:9]([C:12]([OH:14])=[O:13])[CH2:10][CH2:11][C@H:6]2[CH2:5]1)=[O:17])[C:20]1[CH:25]=[CH:24][CH:23]=[CH:22][CH:21]=1. (2) The product is: [CH3:1][S:2][C:3]1[N:8]=[C:7]([NH:12][CH3:11])[C:6]([Cl:10])=[CH:5][N:4]=1. Given the reactants [CH3:1][S:2][C:3]1[N:8]=[C:7](Cl)[C:6]([Cl:10])=[CH:5][N:4]=1.[CH3:11][NH2:12].C1CCCCC1.C(OCC)(=O)C, predict the reaction product. (3) The product is: [NH:20]1[C:21]2[C:17](=[C:16]([C:13]3[CH:12]=[N:11][C:10]([O:9][C@@H:3]4[CH:4]5[CH2:5][CH2:6][N+:1]([O-:25])([CH2:8][CH2:7]5)[CH2:2]4)=[N:15][CH:14]=3)[CH:24]=[CH:23][CH:22]=2)[CH:18]=[CH:19]1. Given the reactants [N:1]12[CH2:8][CH2:7][CH:4]([CH2:5][CH2:6]1)[C@@H:3]([O:9][C:10]1[N:15]=[CH:14][C:13]([C:16]3[CH:24]=[CH:23][CH:22]=[C:21]4[C:17]=3[CH:18]=[CH:19][NH:20]4)=[CH:12][N:11]=1)[CH2:2]2.[OH:25]O, predict the reaction product.